Dataset: Reaction yield outcomes from USPTO patents with 853,638 reactions. Task: Predict the reaction yield, written as a fraction of the theoretical maximum amount of product (1.0 means a 100% yield; for example, 0.34 means a 34% yield). (1) The reactants are [C:1]([C:5]1[CH:6]=[C:7]([NH2:11])[N:8]([CH3:10])[N:9]=1)([CH3:4])([CH3:3])[CH3:2].[OH-].[Na+].Cl[C:15]([O:17][CH2:18][C:19]([Cl:22])([Cl:21])[Cl:20])=[O:16]. The catalyst is CCOC(C)=O. The product is [Cl:20][C:19]([Cl:22])([Cl:21])[CH2:18][O:17][C:15](=[O:16])[NH:11][C:7]1[N:8]([CH3:10])[N:9]=[C:5]([C:1]([CH3:4])([CH3:2])[CH3:3])[CH:6]=1. The yield is 0.860. (2) The reactants are [N-:1]=[N+:2]=[N-:3].[Na+].[Cl-].[NH4+].CN(C)C=O.[CH3:12][C:13]1[CH:32]=[CH:31][C:30]([CH3:33])=[CH:29][C:14]=1[O:15][CH2:16][C:17]1[CH:22]=[CH:21][CH:20]=[CH:19][C:18]=1[C:23](=[N:26][O:27][CH3:28])[C:24]#[N:25]. The catalyst is C(OCC)(=O)C. The product is [CH3:28][O:27][N:26]=[C:23]([C:24]1[NH:25][N:3]=[N:2][N:1]=1)[C:18]1[CH:19]=[CH:20][CH:21]=[CH:22][C:17]=1[CH2:16][O:15][C:14]1[CH:29]=[C:30]([CH3:33])[CH:31]=[CH:32][C:13]=1[CH3:12]. The yield is 0.874.